From a dataset of Reaction yield outcomes from USPTO patents with 853,638 reactions. Predict the reaction yield, written as a fraction of the theoretical maximum amount of product (1.0 means a 100% yield; for example, 0.34 means a 34% yield). (1) The reactants are [CH2:1]([O:3][C:4](=[O:9])[CH:5]([NH2:8])[C:6]#[N:7])[CH3:2].N1C=CC=CC=1.[C:16](O[C:16](=[O:20])[CH:17]([CH3:19])[CH3:18])(=[O:20])[CH:17]([CH3:19])[CH3:18].CCOC(C)=O. The catalyst is C(Cl)Cl. The product is [CH2:1]([O:3][C:4](=[O:9])[CH:5]([C:6]#[N:7])[NH:8][C:16](=[O:20])[CH:17]([CH3:19])[CH3:18])[CH3:2]. The yield is 0.750. (2) The reactants are [CH2:1]([O:8][N:9]1[C:15](=[O:16])[N:14]2[CH2:17][C@H:10]1[CH2:11][CH2:12][C@H:13]2[C:18]([OH:20])=O)[C:2]1[CH:7]=[CH:6][CH:5]=[CH:4][CH:3]=1.[NH:21]([C:23](=[O:39])[CH:24]([NH:31][C:32](=[O:38])[O:33][C:34]([CH3:37])([CH3:36])[CH3:35])[C:25]1[CH:30]=[CH:29][CH:28]=[CH:27][CH:26]=1)[NH2:22].ON1C2C=CC=CC=2N=N1.Cl.C(N=C=NCCCN(C)C)C. The catalyst is C(Cl)Cl. The product is [C:34]([O:33][C:32](=[O:38])[NH:31][CH:24]([C:25]1[CH:26]=[CH:27][CH:28]=[CH:29][CH:30]=1)[C:23]([NH:21][NH:22][C:18]([C@@H:13]1[CH2:12][CH2:11][C@@H:10]2[CH2:17][N:14]1[C:15](=[O:16])[N:9]2[O:8][CH2:1][C:2]1[CH:3]=[CH:4][CH:5]=[CH:6][CH:7]=1)=[O:20])=[O:39])([CH3:37])([CH3:35])[CH3:36]. The yield is 0.840.